This data is from Peptide-MHC class I binding affinity with 185,985 pairs from IEDB/IMGT. The task is: Regression. Given a peptide amino acid sequence and an MHC pseudo amino acid sequence, predict their binding affinity value. This is MHC class I binding data. (1) The peptide sequence is YTVRGTGKY. The MHC is HLA-B46:01 with pseudo-sequence HLA-B46:01. The binding affinity (normalized) is 0.0847. (2) The binding affinity (normalized) is 0. The peptide sequence is YDQLLDSSL. The MHC is HLA-B44:03 with pseudo-sequence HLA-B44:03. (3) The peptide sequence is RHIAIQVCY. The MHC is HLA-B73:01 with pseudo-sequence HLA-B73:01. The binding affinity (normalized) is 0.0847. (4) The peptide sequence is IPAPGLGAL. The MHC is HLA-B18:01 with pseudo-sequence HLA-B18:01. The binding affinity (normalized) is 0.0847. (5) The peptide sequence is CLWPKTHTL. The MHC is HLA-A02:17 with pseudo-sequence HLA-A02:17. The binding affinity (normalized) is 0.489. (6) The peptide sequence is SYFVVKRHTM. The MHC is HLA-A26:01 with pseudo-sequence HLA-A26:01. The binding affinity (normalized) is 0.0967. (7) The peptide sequence is VTGGVFLVDK. The MHC is HLA-A11:01 with pseudo-sequence HLA-A11:01. The binding affinity (normalized) is 0.614. (8) The peptide sequence is IAIPAHVRL. The MHC is HLA-A26:01 with pseudo-sequence HLA-A26:01. The binding affinity (normalized) is 0.0847.